From a dataset of Full USPTO retrosynthesis dataset with 1.9M reactions from patents (1976-2016). Predict the reactants needed to synthesize the given product. (1) Given the product [CH2:1]([C:8]1[CH:9]=[N:10][C:11]2[C:16]([C:17]=1[C:18]1[CH:25]=[C:22]([CH2:23][NH:30][C:31]3[CH:32]=[C:33]4[C:38](=[CH:39][CH:40]=3)[CH:37]=[C:36]([C:41]([OH:43])=[O:42])[CH:35]=[CH:34]4)[CH:21]=[N:20][CH:19]=1)=[CH:15][CH:14]=[CH:13][C:12]=2[C:26]([F:29])([F:28])[F:27])[C:2]1[CH:7]=[CH:6][CH:5]=[CH:4][CH:3]=1, predict the reactants needed to synthesize it. The reactants are: [CH2:1]([C:8]1[CH:9]=[N:10][C:11]2[C:16]([C:17]=1[C:18]1[CH:19]=[N:20][CH:21]=[C:22]([CH:25]=1)[CH:23]=O)=[CH:15][CH:14]=[CH:13][C:12]=2[C:26]([F:29])([F:28])[F:27])[C:2]1[CH:7]=[CH:6][CH:5]=[CH:4][CH:3]=1.[NH2:30][C:31]1[CH:32]=[C:33]2[C:38](=[CH:39][CH:40]=1)[CH:37]=[C:36]([C:41]([OH:43])=[O:42])[CH:35]=[CH:34]2. (2) Given the product [Cl:8][C:6]1[CH:7]=[C:2]([C:14]2[CH:15]=[CH:16][CH:17]=[C:18]3[C:13]=2[CH:12]=[CH:11][NH:10]3)[N:3]=[C:4]([NH2:9])[N:5]=1, predict the reactants needed to synthesize it. The reactants are: Cl[C:2]1[CH:7]=[C:6]([Cl:8])[N:5]=[C:4]([NH2:9])[N:3]=1.[NH:10]1[C:18]2[C:13](=[C:14](B(O)O)[CH:15]=[CH:16][CH:17]=2)[CH:12]=[CH:11]1.C(=O)([O-])[O-].[K+].[K+]. (3) Given the product [Cl:6][C:7]1[CH:11]=[C:10]([C:12]2[O:13][C:49](=[O:50])[C:43]3[N:44]=[CH:45][N:46]=[C:47]([CH3:42])[C:15]=3[N:14]=2)[N:9]([C:26]2[C:31]([Cl:32])=[CH:30][CH:29]=[CH:28][N:27]=2)[N:8]=1, predict the reactants needed to synthesize it. The reactants are: CS(Cl)(=O)=O.[Cl:6][C:7]1[CH:11]=[C:10]([C:12]([NH:14][C:15]2N=C(C(NC)=O)C=C(C)N=2)=[O:13])[N:9]([C:26]2[C:31]([Cl:32])=[CH:30][CH:29]=[CH:28][N:27]=2)[N:8]=1.C(N(CC)CC)C.[Na+].N[C:42]1[C:43]([C:49]([O-])=[O:50])=[N:44][CH:45]=[N:46][C:47]=1C. (4) The reactants are: [CH3:1][C:2]([NH:4][CH2:5][C@@H:6]1[O:11][C:9](=[O:10])[N:8]([C:12]2[CH:13]=[CH:14][C:15]([N:19]3[CH2:24][CH2:23][O:22][CH2:21][CH2:20]3)=[C:16]([F:18])[CH:17]=2)[CH2:7]1)=[O:3]. Given the product [CH3:1][C:2]([N:4]([CH2:5][C@@H:6]1[O:11][C:9](=[O:10])[N:8]([C:12]2[CH:13]=[CH:14][C:15]([N:19]3[CH2:24][CH2:23][O:22][CH2:21][CH2:20]3)=[C:16]([F:18])[CH:17]=2)[CH2:7]1)[CH2:5][C@@H:6]1[O:11][C:9](=[O:10])[N:8]([C:12]2[CH:13]=[CH:14][C:15]([N:19]3[CH2:24][CH2:23][O:22][CH2:21][CH2:20]3)=[C:16]([F:18])[CH:17]=2)[CH2:7]1)=[O:3], predict the reactants needed to synthesize it.